Dataset: CYP3A4 substrate classification data from Carbon-Mangels et al.. Task: Regression/Classification. Given a drug SMILES string, predict its absorption, distribution, metabolism, or excretion properties. Task type varies by dataset: regression for continuous measurements (e.g., permeability, clearance, half-life) or binary classification for categorical outcomes (e.g., BBB penetration, CYP inhibition). Dataset: cyp3a4_substrate_carbonmangels. (1) The drug is CN(C)c1ccc([C@H]2C[C@@]3(C)[C@@H](CC[C@@]3(O)/C=C/CO)[C@@H]3CCC4=CC(=O)CCC4=C32)cc1. The result is 1 (substrate). (2) The molecule is Nc1c2c(nc3ccccc13)CCCC2. The result is 0 (non-substrate).